Dataset: Experimental lipophilicity measurements (octanol/water distribution) for 4,200 compounds from AstraZeneca. Task: Regression/Classification. Given a drug SMILES string, predict its absorption, distribution, metabolism, or excretion properties. Task type varies by dataset: regression for continuous measurements (e.g., permeability, clearance, half-life) or binary classification for categorical outcomes (e.g., BBB penetration, CYP inhibition). For this dataset (lipophilicity_astrazeneca), we predict Y. (1) The molecule is CC(C(=O)O)c1ccc(-c2ccccc2)c(F)c1. The Y is 0.850 logD. (2) The compound is COc1cc2ncnc(Nc3cccc(Cl)c3F)c2cc1CN(C)[C@@H](C)C(N)=O. The Y is 3.42 logD. (3) The compound is CN(C)N(C)C(=O)[C@@]1(Cc2ccccc2)CCCN(C(=O)[C@@H](Cc2c[nH]c3ccccc23)NC(=O)C(C)(C)N)C1. The Y is 2.10 logD. (4) The molecule is CCC1(c2cccc(O)c2)CCCCN(C)C1. The Y is 0.800 logD. (5) The compound is O=C(Cc1ccccn1)c1ccc(Cl)cc1. The Y is 2.96 logD.